From a dataset of Experimentally validated miRNA-target interactions with 360,000+ pairs, plus equal number of negative samples. Binary Classification. Given a miRNA mature sequence and a target amino acid sequence, predict their likelihood of interaction. (1) The miRNA is hsa-miR-3200-3p with sequence CACCUUGCGCUACUCAGGUCUG. The protein sequence of the target gene is MSAQESCLSLIKYFLFVFNLFFFVLGSLIFCFGIWILIDKTSFVSFVGLAFVPLQIWSKVLAISGIFTMGIALLGCVGALKELRCLLGLYFGMLLLLFATQITLGILISTQRAQLERSLRDVVEKTIQKYGTNPEETAAEESWDYVQFQLRCCGWHYPQDWFQVLILRGNGSEAHRVPCSCYNLSATNDSTILDKVILPQLSRLGHLARSRHSADICAVPAESHIYREGCAQGLQKWLHNNLISIVGICLGVGLLELGFMTLSIFLCRNLDHVYNRLARYR. Result: 0 (no interaction). (2) The miRNA is hsa-miR-9-5p with sequence UCUUUGGUUAUCUAGCUGUAUGA. The protein sequence of the target gene is MEEGPLPGGLPSPEDAMVTELLSPEGPFASENIGLKAPVKYEEDEFHVFKEAYLGPADPKEPVLHAFNPALGADCKGQVKAKLAGGDSDGGELLGEYPGIPELSALEDVALLQAPQPPACNVHFLSSLLPAHRSPAVLPLGAWVLEGASHPGVRMIPVEIKEAGGTTTSNNPEEATLQNLLAQESCCKFPSSQELEDASCCSLKKDSNPMVICQLKGGTQMLCIDNSRTRELKALHLVPQYQDQNNYLQSDVPKPMTALVGRFLPASTKLNLITQQLEGALPSVVNGSAFPSGSTLPGPP.... Result: 1 (interaction). (3) The miRNA is hsa-miR-6716-5p with sequence UGGGAAUGGGGGUAAGGGCC. The protein sequence of the target gene is MNSGVAMKYGNDSSAELSELHSAALASLKGDIVELNKRLQQTERERDLLEKKLAKAQCEQSHLMREHEDVQERTTLRYEERITELHSVIAELNKKIDRLQGTTIREEDEYSELRSELSQSQHEVNEDSRSMDQDQTSVSIPENQSTMVTADMDNCSDLNSELQRVLTGLENVVCGRKKSSCSLSVAEVDKHIEQLTTASEHCDLAIKTVEEIEGVLGRDLYPNLAEERSRWEKELAGLREENESLTAMLCSKEEELNRTKATMNAIREERDRLRRRVRELQTRLQSVQATGPSSPGRLTS.... Result: 1 (interaction).